This data is from Reaction yield outcomes from USPTO patents with 853,638 reactions. The task is: Predict the reaction yield, written as a fraction of the theoretical maximum amount of product (1.0 means a 100% yield; for example, 0.34 means a 34% yield). (1) The reactants are [C:1](#[N:5])[CH2:2][C:3]#[N:4].[H-].[Na+].[C:8](Cl)(=[O:12])[CH:9]([CH3:11])[CH3:10]. The catalyst is C1COCC1. The product is [OH:12][C:8](=[C:2]([C:1]#[N:5])[C:3]#[N:4])[CH:9]([CH3:11])[CH3:10]. The yield is 0.960. (2) The product is [CH2:1]([C:8]1[C:17]2[C:12](=[CH:13][CH:14]=[CH:15][CH:16]=2)[C:11]([N:19]2[CH2:24][CH2:23][NH:22][CH2:21][CH2:20]2)=[N:10][N:9]=1)[C:2]1[CH:7]=[CH:6][CH:5]=[CH:4][CH:3]=1. The yield is 0.580. The catalyst is ClCCl. The reactants are [CH2:1]([C:8]1[C:17]2[C:12](=[CH:13][CH:14]=[CH:15][CH:16]=2)[C:11](Cl)=[N:10][N:9]=1)[C:2]1[CH:7]=[CH:6][CH:5]=[CH:4][CH:3]=1.[NH:19]1[CH2:24][CH2:23][NH:22][CH2:21][CH2:20]1.CN1C(=O)CCC1.C(N(CC)CC)C.